Dataset: Full USPTO retrosynthesis dataset with 1.9M reactions from patents (1976-2016). Task: Predict the reactants needed to synthesize the given product. (1) The reactants are: [NH:1]1[C:9]2[C:4](=[CH:5][C:6]([NH:10][C:11]3[N:20]=[CH:19][C:18]([CH:21]4[CH2:23][CH2:22]4)=[CH:17][C:12]=3[C:13]([O:15]C)=[O:14])=[CH:7][CH:8]=2)[CH:3]=[CH:2]1.CC(C)([O-])C.[K+].Br[CH2:31][CH:32]1[CH2:37][CH2:36][CH2:35][CH2:34][O:33]1.Cl. Given the product [CH:21]1([C:18]2[CH:19]=[N:20][C:11]([NH:10][C:6]3[CH:5]=[C:4]4[C:9](=[CH:8][CH:7]=3)[N:1]([CH2:31][CH:32]3[CH2:37][CH2:36][CH2:35][CH2:34][O:33]3)[CH:2]=[CH:3]4)=[C:12]([CH:17]=2)[C:13]([OH:15])=[O:14])[CH2:22][CH2:23]1, predict the reactants needed to synthesize it. (2) Given the product [Cl:36][C:31]1[CH:32]=[CH:33][CH:34]=[CH:35][C:30]=1[N:15]1[C:13](=[O:12])[C:19]2[C@@H:20]3[C:26]([CH3:28])([CH3:27])[C@@:23]([CH3:24])([CH2:22][CH2:21]3)[C:17]=2[NH:16]1, predict the reactants needed to synthesize it. The reactants are: FC(F)(F)C(O)=O.C([O:12][C:13]([N:15]([C:30]1[CH:35]=[CH:34][CH:33]=[CH:32][C:31]=1[Cl:36])[NH:16][C:17]([CH:19]1[C:24](=O)[C@@:23]2(C)[C:26]([CH3:28])([CH3:27])[C@@H:20]1[CH2:21][CH2:22]2)=O)=O)(C)(C)C. (3) Given the product [CH:3]1[C:4]2[C:9](=[CH:8][CH:7]=[CH:6][CH:5]=2)[CH:10]=[CH:11][C:2]=1[OH:1], predict the reactants needed to synthesize it. The reactants are: [OH:1][C:2]1[CH:11]=[CH:10][C:9]2[C:4](=[CH:5][CH:6]=[CH:7][CH:8]=2)[C:3]=1C(O)=O.OC1C(C(O)=O)=CC2C(=CC=C(C(O)=O)C=2)C=1.S(Cl)(Cl)=O.O. (4) The reactants are: C([NH:9][C:10]([NH:12][C:13]1[CH:18]=[CH:17][CH:16]=[C:15]([CH3:19])[N:14]=1)=[S:11])(=O)C1C=CC=CC=1.[OH-].[Na+]. Given the product [CH3:19][C:15]1[N:14]=[C:13]([NH:12][C:10]([NH2:9])=[S:11])[CH:18]=[CH:17][CH:16]=1, predict the reactants needed to synthesize it.